Dataset: Forward reaction prediction with 1.9M reactions from USPTO patents (1976-2016). Task: Predict the product of the given reaction. (1) The product is: [N+:1]([C:4]1[CH:9]=[CH:8][C:7](/[CH:10]=[CH:11]/[C:12]2[N:13]=[C:14]([NH:17][C:27](=[O:34])[C:28]3[CH:33]=[CH:32][CH:31]=[CH:30][CH:29]=3)[S:15][CH:16]=2)=[CH:6][CH:5]=1)([O-:3])=[O:2]. Given the reactants [N+:1]([C:4]1[CH:9]=[CH:8][C:7](/[CH:10]=[CH:11]/[C:12]2[N:13]=[C:14]([NH2:17])[S:15][CH:16]=2)=[CH:6][CH:5]=1)([O-:3])=[O:2].CN(C)C1C=CC=CC=1.[C:27](Cl)(=[O:34])[C:28]1[CH:33]=[CH:32][CH:31]=[CH:30][CH:29]=1, predict the reaction product. (2) Given the reactants C(N1C=CN=C1)(N1C=CN=C1)=O.C(OC([NH:20][CH2:21][C:22](O)=[O:23])=O)(C)(C)C.[NH2:25][CH2:26][CH:27]([C:29]1[CH:34]=[C:33]([O:35][CH3:36])[CH:32]=[CH:31][C:30]=1[O:37][CH3:38])[OH:28].[ClH:39], predict the reaction product. The product is: [CH3:36][O:35][C:33]1[CH:32]=[CH:31][C:30]([O:37][CH3:38])=[C:29]([CH:27]([OH:28])[CH2:26][NH:25][C:22]([CH2:21][NH2:20])=[O:23])[CH:34]=1.[ClH:39]. (3) Given the reactants [CH:1]([C:3]1[C:4]([O:14][CH2:15][C:16]2[CH:36]=[CH:35][C:19]([O:20][CH2:21][C:22]3[N:23]=[C:24](/[CH:28]=[CH:29]/[C:30]([O:32][CH2:33][CH3:34])=[O:31])[O:25][C:26]=3[CH3:27])=[C:18]([O:37][CH3:38])[CH:17]=2)=[N:5][N:6]([C:8]2[CH:13]=[CH:12][CH:11]=[CH:10][CH:9]=2)[CH:7]=1)=O.[CH2:39]([P:48](=[O:55])([O:52][CH2:53][CH3:54])[O:49][CH2:50][CH3:51])P(=O)(OCC)OCC.CN(C)C=O.[H-].[Na+], predict the reaction product. The product is: [CH2:53]([O:52][P:48](/[CH:39]=[CH:1]/[C:3]1[C:4]([O:14][CH2:15][C:16]2[CH:36]=[CH:35][C:19]([O:20][CH2:21][C:22]3[N:23]=[C:24](/[CH:28]=[CH:29]/[C:30]([O:32][CH2:33][CH3:34])=[O:31])[O:25][C:26]=3[CH3:27])=[C:18]([O:37][CH3:38])[CH:17]=2)=[N:5][N:6]([C:8]2[CH:13]=[CH:12][CH:11]=[CH:10][CH:9]=2)[CH:7]=1)([O:49][CH2:50][CH3:51])=[O:55])[CH3:54]. (4) Given the reactants [C:1]1([C:17](OCC2C=CC=CC=2)=[O:18])([C:7]([O:9][CH2:10][C:11]2[CH:16]=[CH:15][CH:14]=[CH:13][CH:12]=2)=[O:8])[CH2:6][CH2:5][CH2:4][CH2:3][CH2:2]1.[H-].C([Al+]CC(C)C)C(C)C, predict the reaction product. The product is: [CH:17]([C:1]1([C:7]([O:9][CH2:10][C:11]2[CH:12]=[CH:13][CH:14]=[CH:15][CH:16]=2)=[O:8])[CH2:6][CH2:5][CH2:4][CH2:3][CH2:2]1)=[O:18]. (5) The product is: [Cl:1][C:2]1[CH:3]=[C:4]2[C:8](=[CH:9][CH:10]=1)[N:7]([CH2:14][CH3:15])[CH:6]=[CH:5]2. Given the reactants [Cl:1][C:2]1[CH:3]=[C:4]2[C:8](=[CH:9][CH:10]=1)[NH:7][CH:6]=[CH:5]2.[OH-].[Na+].Br[CH2:14][CH3:15].[Cl-].[NH4+], predict the reaction product. (6) Given the reactants [NH:1]1[CH:8]=[CH:7][C:5](=[O:6])[NH:4][C:2]1=[O:3].[CH2:9]=[O:10].[OH-].[K+].Cl.NO, predict the reaction product. The product is: [OH:10][CH2:9][C:7]1[C:5](=[O:6])[NH:4][C:2](=[O:3])[NH:1][CH:8]=1.